From a dataset of Full USPTO retrosynthesis dataset with 1.9M reactions from patents (1976-2016). Predict the reactants needed to synthesize the given product. (1) Given the product [F:1][C:2]([F:26])([F:25])[C:3]([C:12]1[CH:13]=[C:14]([CH:21]=[CH:22][C:23]=1[Sn:42]([CH2:43][CH2:44][CH2:45][CH3:46])([CH2:47][CH2:48][CH2:49][CH3:50])[CH2:38][CH2:39][CH2:40][CH3:41])[CH2:15][N:16]([CH3:20])[CH2:17][CH:18]=[CH2:19])([O:8][CH2:9][O:10][CH3:11])[C:4]([F:7])([F:6])[F:5], predict the reactants needed to synthesize it. The reactants are: [F:1][C:2]([F:26])([F:25])[C:3]([C:12]1[CH:13]=[C:14]([CH:21]=[CH:22][C:23]=1I)[CH2:15][N:16]([CH3:20])[CH2:17][CH:18]=[CH2:19])([O:8][CH2:9][O:10][CH3:11])[C:4]([F:7])([F:6])[F:5].C([Li])CCC.CCCCCC.[CH2:38]([Sn:42](Cl)([CH2:47][CH2:48][CH2:49][CH3:50])[CH2:43][CH2:44][CH2:45][CH3:46])[CH2:39][CH2:40][CH3:41].[Cl-].[NH4+]. (2) Given the product [N:19]([C:14]1[CH:13]=[N:12][C:11]2[C:16](=[CH:17][CH:18]=[C:9]([CH3:8])[CH:10]=2)[N:15]=1)=[C:27]=[S:28], predict the reactants needed to synthesize it. The reactants are: FC(F)(F)C(O)=O.[CH3:8][C:9]1[CH:10]=[C:11]2[C:16](=[CH:17][CH:18]=1)[N:15]=[C:14]([NH2:19])[CH:13]=[N:12]2.C(N(CC)CC)C.[C:27](N1C=CC=CC1=O)(N1C=CC=CC1=O)=[S:28]. (3) Given the product [Cl:19][C:5]1[C:6]([NH:8][C:9]2[CH:18]=[CH:17][CH:16]=[CH:15][C:10]=2[C:11]([NH:13][CH3:14])=[O:12])=[N:7][C:2]([NH:41][C:23]2[C:22]([O:21][CH3:20])=[CH:40][C:26]3[CH2:27][CH2:28][N:29]([CH2:32][CH2:33][N:34]4[CH2:39][CH2:38][O:37][CH2:36][CH2:35]4)[CH2:30][CH2:31][C:25]=3[CH:24]=2)=[N:3][CH:4]=1, predict the reactants needed to synthesize it. The reactants are: Cl[C:2]1[N:7]=[C:6]([NH:8][C:9]2[CH:18]=[CH:17][CH:16]=[CH:15][C:10]=2[C:11]([NH:13][CH3:14])=[O:12])[C:5]([Cl:19])=[CH:4][N:3]=1.[CH3:20][O:21][C:22]1[C:23]([NH2:41])=[CH:24][C:25]2[CH2:31][CH2:30][N:29]([CH2:32][CH2:33][N:34]3[CH2:39][CH2:38][O:37][CH2:36][CH2:35]3)[CH2:28][CH2:27][C:26]=2[CH:40]=1. (4) Given the product [Br:1][C:2]1[CH:3]=[C:4]([CH2:12][CH3:13])[C:5]([CH2:6][N:7]2[CH2:19][CH2:18][CH2:17][CH2:16][CH2:15]2)=[C:8]([CH2:10][CH3:11])[CH:9]=1, predict the reactants needed to synthesize it. The reactants are: [Br:1][C:2]1[CH:9]=[C:8]([CH2:10][CH3:11])[C:5]([CH2:6][NH2:7])=[C:4]([CH2:12][CH3:13])[CH:3]=1.Br[CH2:15][CH2:16][CH2:17][CH2:18][CH2:19]Br.C(=O)([O-])[O-].[K+].[K+]. (5) Given the product [CH3:19][O:20][C:21]1[CH:26]=[CH:25][C:24]([N+:27]([O-:29])=[O:28])=[CH:23][C:22]=1[NH:30][C:31](=[O:32])[NH:1][CH:2]([C:13]1[CH:18]=[CH:17][CH:16]=[CH:15][CH:14]=1)[C:3]([NH:5][C:6]1[CH:11]=[CH:10][C:9]([Br:12])=[CH:8][CH:7]=1)=[O:4], predict the reactants needed to synthesize it. The reactants are: [NH2:1][CH:2]([C:13]1[CH:18]=[CH:17][CH:16]=[CH:15][CH:14]=1)[C:3]([NH:5][C:6]1[CH:11]=[CH:10][C:9]([Br:12])=[CH:8][CH:7]=1)=[O:4].[CH3:19][O:20][C:21]1[CH:26]=[CH:25][C:24]([N+:27]([O-:29])=[O:28])=[CH:23][C:22]=1[N:30]=[C:31]=[O:32]. (6) Given the product [CH:10]([NH:4][C@H:3]([C:5]([O:7][CH2:8][CH3:9])=[O:6])[C:2]#[N:1])=[O:11], predict the reactants needed to synthesize it. The reactants are: [N:1]#[C:2][C@@H:3]([C:5]([O:7][CH2:8][CH3:9])=[O:6])[NH2:4].[CH:10](OC(=O)C)=[O:11].